Task: Regression/Classification. Given a drug SMILES string, predict its toxicity properties. Task type varies by dataset: regression for continuous values (e.g., LD50, hERG inhibition percentage) or binary classification for toxic/non-toxic outcomes (e.g., AMES mutagenicity, cardiotoxicity, hepatotoxicity). Dataset: herg_karim.. Dataset: hERG potassium channel inhibition data for cardiac toxicity prediction from Karim et al. (1) The drug is Cn1c(=O)cc(N2CCC[C@@H](N)C2)n(Cc2ccccc2C#N)c1=O. The result is 1 (blocker). (2) The compound is CC(=O)N1CCN(CCOc2ccc(C3(O)CCN(c4ccc5nnc(C(F)(F)F)n5n4)CC3)cc2)CC1. The result is 0 (non-blocker). (3) The result is 0 (non-blocker). The molecule is FC(F)(F)c1cc(Cl)nc(COCC2(c3ccccc3)CCNCC2)c1. (4) The molecule is N#Cc1ccc(S(=O)(=O)NCCN2CC3CN(CCc4ccc(C(F)(F)F)cc4)CC(C2)O3)cc1. The result is 0 (non-blocker). (5) The molecule is O=c1ccc2ncc(F)c3c2n1CC3(O)CC12CCC(N/C=C/c3ccccc3)(CC1)CO2. The result is 1 (blocker). (6) The molecule is CC(C)S(=O)(=O)N[C@@H]1COC[C@@H]1c1ccc(-c2cncc(F)c2)cc1. The result is 0 (non-blocker). (7) The molecule is Cc1nc(-c2nnc3n2CCN(C(=O)c2ccc(-c4cccs4)cc2)[C@@H]3C)co1. The result is 0 (non-blocker).